Dataset: Peptide-MHC class II binding affinity with 134,281 pairs from IEDB. Task: Regression. Given a peptide amino acid sequence and an MHC pseudo amino acid sequence, predict their binding affinity value. This is MHC class II binding data. (1) The peptide sequence is PPFGDSYIIVGRGDS. The MHC is DRB1_0101 with pseudo-sequence DRB1_0101. The binding affinity (normalized) is 0.167. (2) The peptide sequence is WAFCEVLTLATGPIL. The MHC is DRB1_0701 with pseudo-sequence DRB1_0701. The binding affinity (normalized) is 0.768. (3) The MHC is DRB1_0404 with pseudo-sequence DRB1_0404. The binding affinity (normalized) is 0.465. The peptide sequence is RIEEVTRMAMTDTTP. (4) The peptide sequence is YDVFLANVSTVLTGK. The MHC is DRB1_0701 with pseudo-sequence DRB1_0701. The binding affinity (normalized) is 0.725.